From a dataset of Forward reaction prediction with 1.9M reactions from USPTO patents (1976-2016). Predict the product of the given reaction. (1) Given the reactants [NH2:1][C:2]1[C:3]([C:12]2[CH:27]=[CH:26][C:15]([C:16]([NH:18][CH2:19][C:20]3[CH:25]=[CH:24][CH:23]=[CH:22][CH:21]=3)=[O:17])=[C:14]([F:28])[CH:13]=2)=[N:4][C:5]([CH2:8][CH:9]([OH:11])[CH3:10])=[CH:6][N:7]=1, predict the reaction product. The product is: [NH2:1][C:2]1[C:3]([C:12]2[CH:27]=[CH:26][C:15]([C:16]([NH:18][CH2:19][C:20]3[CH:21]=[CH:22][CH:23]=[CH:24][CH:25]=3)=[O:17])=[C:14]([F:28])[CH:13]=2)=[N:4][C:5]([CH2:8][C@H:9]([OH:11])[CH3:10])=[CH:6][N:7]=1. (2) Given the reactants C[O:2][C:3](=[O:11])[C:4]1[C:9]([CH3:10])=[CH:8][CH:7]=[N:6][CH:5]=1.[OH-].[Na+], predict the reaction product. The product is: [CH3:10][C:9]1[C:4]([C:3]([OH:11])=[O:2])=[CH:5][N:6]=[CH:7][CH:8]=1. (3) Given the reactants [Cl:1][C:2]1[C:3](I)=[CH:4][C:5]([NH:8][CH:9]2[CH2:14][CH2:13][N:12]([C:15]([O:17][C:18]([CH3:21])([CH3:20])[CH3:19])=[O:16])[CH2:11][CH2:10]2)=[N:6][CH:7]=1.[F:23][C:24]1[CH:29]=[CH:28][CH:27]=[C:26](B2OC(C)(C)C(C)(C)O2)[N:25]=1.C(Cl)Cl.C(=O)([O-])[O-].[Na+].[Na+], predict the reaction product. The product is: [Cl:1][C:2]1[C:3]([C:26]2[CH:27]=[CH:28][CH:29]=[C:24]([F:23])[N:25]=2)=[CH:4][C:5]([NH:8][CH:9]2[CH2:14][CH2:13][N:12]([C:15]([O:17][C:18]([CH3:21])([CH3:20])[CH3:19])=[O:16])[CH2:11][CH2:10]2)=[N:6][CH:7]=1. (4) Given the reactants [CH2:1]([C:5]1[CH:6]=[C:7]([CH:9]=[C:10]([O:12]C)[CH:11]=1)[NH2:8])[CH2:2][CH2:3][CH3:4].B(Br)(Br)Br, predict the reaction product. The product is: [NH2:8][C:7]1[CH:9]=[C:10]([OH:12])[CH:11]=[C:5]([CH2:1][CH2:2][CH2:3][CH3:4])[CH:6]=1.